This data is from Forward reaction prediction with 1.9M reactions from USPTO patents (1976-2016). The task is: Predict the product of the given reaction. (1) Given the reactants Br[C:2]1[CH:3]=[C:4]2[C:9](=[CH:10][CH:11]=1)[N:8]1[C:12]([CH3:15])=[N:13][N:14]=[C:7]1[CH2:6][CH2:5]2.[F:16][C:17]([F:31])([F:30])[C:18]([C:21]1[CH:22]=[C:23](B(O)O)[CH:24]=[N:25][CH:26]=1)([OH:20])[CH3:19].C(=O)([O-])[O-].[K+].[K+].C(O)(C)(C)C, predict the reaction product. The product is: [F:31][C:17]([F:16])([F:30])[C:18]([C:21]1[CH:26]=[N:25][CH:24]=[C:23]([C:2]2[CH:3]=[C:4]3[C:9](=[CH:10][CH:11]=2)[N:8]2[C:12]([CH3:15])=[N:13][N:14]=[C:7]2[CH2:6][CH2:5]3)[CH:22]=1)([OH:20])[CH3:19]. (2) Given the reactants Br[C:2]1[C:3]([C:18]2[CH:23]=[CH:22][CH:21]=[C:20]([O:24][CH3:25])[CH:19]=2)=[N:4][CH2:5][C:6](=[O:17])[N:7]2[CH2:16][CH2:15][C:14]3[C:9](=[CH:10][CH:11]=[CH:12][CH:13]=3)[C:8]=12.C([Sn](CO)(CCCC)CCCC)CCC, predict the reaction product. The product is: [CH3:6][N:7]([CH2:16][C:13]1[CH:12]=[CH:11][CH:10]=[C:9]2[C:14]=1[CH2:15][CH2:16][N:7]1[C:6](=[O:17])[CH2:5][N:4]=[C:3]([C:18]3[CH:23]=[CH:22][CH:21]=[C:20]([O:24][CH3:25])[CH:19]=3)[CH:2]=[C:8]12)[CH3:8].